This data is from Forward reaction prediction with 1.9M reactions from USPTO patents (1976-2016). The task is: Predict the product of the given reaction. (1) Given the reactants O=S(Cl)[Cl:3].[C:5]([O:16][CH3:17])(=[O:15])[C:6]1[CH:14]=[CH:13][CH:12]=[C:8]([C:9]([O-])=[O:10])[CH:7]=1, predict the reaction product. The product is: [CH3:17][O:16][C:5](=[O:15])[C:6]1[CH:14]=[CH:13][CH:12]=[C:8]([C:9]([Cl:3])=[O:10])[CH:7]=1. (2) Given the reactants CCN=C=NCCCN(C)C.CCN(CC)CC.[C:19]12([C:29](=[O:41])[CH2:30][O:31][C:32]3[CH:40]=[CH:39][C:35]([C:36]([OH:38])=O)=[CH:34][CH:33]=3)[CH2:28][CH:23]3[CH2:24][CH:25]([CH2:27][CH:21]([CH2:22]3)[CH2:20]1)[CH2:26]2.[CH:42]([NH2:45])([CH3:44])[CH3:43], predict the reaction product. The product is: [C:19]12([C:29](=[O:41])[CH2:30][O:31][C:32]3[CH:33]=[CH:34][C:35]([C:36]([NH:45][CH:42]([CH3:44])[CH3:43])=[O:38])=[CH:39][CH:40]=3)[CH2:28][CH:23]3[CH2:24][CH:25]([CH2:27][CH:21]([CH2:22]3)[CH2:20]1)[CH2:26]2. (3) The product is: [C:30]([OH:33])(=[O:32])/[CH:21]=[CH:22]/[C:24]([OH:26])=[O:27].[S:1]1[CH:5]=[CH:4][C:3]2[CH:6]=[C:7]([CH:10]3[C:19]4[C:14](=[CH:15][CH:16]=[CH:17][CH:18]=4)[CH2:13][N:12]([CH2:21][C:22]#[N:23])[CH2:11]3)[CH:8]=[CH:9][C:2]1=2. Given the reactants [S:1]1[CH:5]=[CH:4][C:3]2[CH:6]=[C:7]([CH:10]3[C:19]4[C:14](=[CH:15][CH:16]=[CH:17][CH:18]=4)[CH2:13][NH:12][CH2:11]3)[CH:8]=[CH:9][C:2]1=2.Cl[CH2:21][C:22]#[N:23].[C:24](=[O:27])([O-:26])[O-].[Cs+].[Cs+].[C:30]([O:33]CC)(=[O:32])C, predict the reaction product. (4) Given the reactants [Cl:1][C:2]1[N:3]=[C:4]([N:16]2[CH2:21][CH2:20][O:19][CH2:18][CH2:17]2)[C:5]2[S:10][C:9]([C:11]3([OH:15])[CH2:14][O:13][CH2:12]3)=[CH:8][C:6]=2[N:7]=1.[H-].[Na+].CI.[C:26](OCC)(=O)C, predict the reaction product. The product is: [Cl:1][C:2]1[N:3]=[C:4]([N:16]2[CH2:21][CH2:20][O:19][CH2:18][CH2:17]2)[C:5]2[S:10][C:9]([C:11]3([O:15][CH3:26])[CH2:14][O:13][CH2:12]3)=[CH:8][C:6]=2[N:7]=1. (5) Given the reactants Cl[C:2]1[N:7]=[C:6]([C:8]2[CH:13]=[CH:12][N:11]=[CH:10][CH:9]=2)[N:5]=[C:4]([NH:14][S:15]([CH2:18][CH2:19][C:20]2[CH:25]=[CH:24][CH:23]=[CH:22][CH:21]=2)(=[O:17])=[O:16])[C:3]=1[C:26]1[CH:31]=[CH:30][C:29]([CH3:32])=[CH:28][CH:27]=1.C(O)(=O)C[C:35](CC(O)=O)([C:37](O)=[O:38])[OH:36], predict the reaction product. The product is: [OH:36][CH2:35][CH2:37][O:38][C:2]1[N:7]=[C:6]([C:8]2[CH:13]=[CH:12][N:11]=[CH:10][CH:9]=2)[N:5]=[C:4]([NH:14][S:15]([CH2:18][CH2:19][C:20]2[CH:25]=[CH:24][CH:23]=[CH:22][CH:21]=2)(=[O:17])=[O:16])[C:3]=1[C:26]1[CH:31]=[CH:30][C:29]([CH3:32])=[CH:28][CH:27]=1. (6) Given the reactants [NH2:1][C:2]1[CH:10]=[C:9]([O:11][CH3:12])[CH:8]=[C:7]([O:13][CH3:14])[C:3]=1[C:4]([NH2:6])=[O:5].[CH3:15][S:16]([C:18]1[CH:23]=[CH:22][C:21]([C:24]2[CH:29]=[CH:28][CH:27]=[C:26]([CH:30]=O)[CH:25]=2)=[CH:20][CH:19]=1)=[O:17].OS([O-])=O.[Na+].O.C1(C)C=CC(S(O)(=O)=O)=CC=1, predict the reaction product. The product is: [CH3:14][O:13][C:7]1[CH:8]=[C:9]([O:11][CH3:12])[CH:10]=[C:2]2[C:3]=1[C:4](=[O:5])[NH:6][C:30]([C:26]1[CH:25]=[C:24]([C:21]3[CH:22]=[CH:23][C:18]([S:16]([CH3:15])=[O:17])=[CH:19][CH:20]=3)[CH:29]=[CH:28][CH:27]=1)=[N:1]2. (7) Given the reactants [F:1][C:2]1[CH:9]=[CH:8][CH:7]=[C:6]([F:10])[C:3]=1[CH:4]=O.[CH:11]([NH2:13])=[O:12].Cl[Si](C)(C)C.[C:19]1([CH3:28])[CH:24]=[CH:23][C:22]([S:25]([OH:27])=[O:26])=[CH:21][CH:20]=1, predict the reaction product. The product is: [F:1][C:2]1[CH:9]=[CH:8][CH:7]=[C:6]([F:10])[C:3]=1[CH:4]([S:25]([C:22]1[CH:23]=[CH:24][C:19]([CH3:28])=[CH:20][CH:21]=1)(=[O:27])=[O:26])[NH:13][CH:11]=[O:12]. (8) Given the reactants [Cl:1][C:2]1[CH:3]=[N:4][CH:5]=[C:6]([Cl:24])[C:7]=1[S:8][C:9]1[S:13][C:12]([C:14]([NH:16][CH2:17][C:18](O)=[O:19])=[O:15])=[CH:11][C:10]=1[N+:21]([O-:23])=[O:22].[NH:25]1[CH2:30][CH2:29][CH:28]([OH:31])[CH2:27][CH2:26]1, predict the reaction product. The product is: [Cl:1][C:2]1[CH:3]=[N:4][CH:5]=[C:6]([Cl:24])[C:7]=1[S:8][C:9]1[S:13][C:12]([C:14]([NH:16][CH2:17][C:18]([N:25]2[CH2:30][CH2:29][CH:28]([OH:31])[CH2:27][CH2:26]2)=[O:19])=[O:15])=[CH:11][C:10]=1[N+:21]([O-:23])=[O:22]. (9) Given the reactants [Cl:1][C:2]1[CH:10]=[C:9]2[C:5]([C:6]([S:20][C:21]3[CH:22]=[C:23]([CH2:27][C:28](O)=[O:29])[CH:24]=[CH:25][CH:26]=3)=[C:7]([CH3:19])[N:8]2[C:11]2[CH:12]=[N:13][N:14]([CH2:16][CH2:17][CH3:18])[CH:15]=2)=[CH:4][CH:3]=1.[CH:31]1([S:34]([NH2:37])(=[O:36])=[O:35])[CH2:33][CH2:32]1, predict the reaction product. The product is: [Cl:1][C:2]1[CH:10]=[C:9]2[C:5]([C:6]([S:20][C:21]3[CH:22]=[C:23]([CH2:27][C:28]([NH:37][S:34]([CH:31]4[CH2:33][CH2:32]4)(=[O:36])=[O:35])=[O:29])[CH:24]=[CH:25][CH:26]=3)=[C:7]([CH3:19])[N:8]2[C:11]2[CH:12]=[N:13][N:14]([CH2:16][CH2:17][CH3:18])[CH:15]=2)=[CH:4][CH:3]=1.